This data is from Reaction yield outcomes from USPTO patents with 853,638 reactions. The task is: Predict the reaction yield, written as a fraction of the theoretical maximum amount of product (1.0 means a 100% yield; for example, 0.34 means a 34% yield). (1) The reactants are [Cl:1][C:2]1[CH:9]=[CH:8][C:5]([C:6]#[N:7])=[C:4]([O:10][C:11]2[CH:16]=[CH:15][CH:14]=[C:13]([CH:17]=O)[CH:12]=2)[CH:3]=1.[CH3:19][N:20]([CH3:24])[CH2:21][CH2:22][NH2:23].C([BH3-])#N.[Na+].[C:29]([OH:36])(=[O:35])/[CH:30]=[CH:31]/[C:32]([OH:34])=[O:33]. The catalyst is C(O)(=O)C.CO. The product is [C:29]([OH:36])(=[O:35])/[CH:30]=[CH:31]/[C:32]([OH:34])=[O:33].[Cl:1][C:2]1[CH:9]=[CH:8][C:5]([C:6]#[N:7])=[C:4]([O:10][C:11]2[CH:16]=[CH:15][CH:14]=[C:13]([CH2:17][NH:23][CH2:22][CH2:21][N:20]([CH3:24])[CH3:19])[CH:12]=2)[CH:3]=1. The yield is 0.900. (2) The reactants are Br[C:2]1[CH:7]=[CH:6][CH:5]=[C:4]([CH2:8][F:9])[N:3]=1.[CH2:10]([N:14]1[CH:22]=[C:21]2[C:16]([CH:17]=[CH:18][CH:19]=[CH:20]2)=[N:15]1)[CH2:11][C:12]#[CH:13]. No catalyst specified. The product is [F:9][CH2:8][C:4]1[N:3]=[C:2]([C:13]#[C:12][CH2:11][CH2:10][N:14]2[CH:22]=[C:21]3[C:16]([CH:17]=[CH:18][CH:19]=[CH:20]3)=[N:15]2)[CH:7]=[CH:6][CH:5]=1. The yield is 0.170. (3) The reactants are N1([NH:7][C:8]([O:10][CH2:11][C:12]2[CH:17]=[CH:16][CH:15]=[CH:14][CH:13]=2)=[O:9])CCNCC1.[OH:18][C:19]([CH3:24])([CH3:23])[C:20](O)=[O:21].Cl.C(N=C=NCCCN(C)C)C.O.ON1C2C=CC=CC=2N=N1.[CH2:48]([N:50](CC)[CH2:51][CH3:52])[CH3:49]. The catalyst is O1CCCC1. The product is [OH:18][C:19]([CH3:24])([CH3:23])[C:20]([N:50]1[CH2:51][CH2:52][N:7]([C:8]([O:10][CH2:11][C:12]2[CH:13]=[CH:14][CH:15]=[CH:16][CH:17]=2)=[O:9])[CH2:49][CH2:48]1)=[O:21]. The yield is 0.921. (4) The reactants are C[O:2][C:3]([C:5]1[CH:9]=[C:8]([C:10]([O:12][CH3:13])=[O:11])[N:7]([CH3:14])[N:6]=1)=[O:4].O1CCOCC1.S(=O)(=O)(O)O. The catalyst is O. The product is [CH3:13][O:12][C:10]([C:8]1[N:7]([CH3:14])[N:6]=[C:5]([C:3]([OH:4])=[O:2])[CH:9]=1)=[O:11]. The yield is 0.680. (5) The reactants are [CH3:1][C:2]1[C:7]2[NH:8][C:9](=[O:11])[O:10][C:6]=2[CH:5]=[CH:4][CH:3]=1.C([O-])([O-])=O.[K+].[K+].[CH2:18]([O:25][C:26](=[O:29])[CH2:27]Br)[C:19]1[CH:24]=[CH:23][CH:22]=[CH:21][CH:20]=1. The catalyst is CN(C=O)C.C(OCC)(=O)C. The product is [CH2:18]([O:25][C:26](=[O:29])[CH2:27][N:8]1[C:7]2[C:2]([CH3:1])=[CH:3][CH:4]=[CH:5][C:6]=2[O:10][C:9]1=[O:11])[C:19]1[CH:24]=[CH:23][CH:22]=[CH:21][CH:20]=1. The yield is 0.670. (6) The reactants are [F:1][C:2]1[CH:3]=[CH:4][C:5]2=[C:6]([CH:36]=1)[O:7][CH2:8][C:9]1[CH:35]=[CH:34][CH:33]=[CH:32][C:10]=1/[C:11]/2=[CH:12]\[C:13]1[CH:18]=[CH:17][C:16]([NH:19][C@H:20]2[CH2:28][N:27]3[C@@H:22]([CH2:23][O:24][CH2:25][CH2:26]3)[CH2:21]2)=[C:15]([N+:29]([O-])=O)[CH:14]=1.C(N(CC)CC)C.Cl[C:45](Cl)([O:47]C(=O)OC(Cl)(Cl)Cl)Cl. The catalyst is [Pt].O1CCCC1.C(=O)(O)[O-].[Na+]. The product is [F:1][C:2]1[CH:3]=[CH:4][C:5]2=[C:6]([CH:36]=1)[O:7][CH2:8][C:9]1[CH:35]=[CH:34][CH:33]=[CH:32][C:10]=1/[C:11]/2=[CH:12]\[C:13]1[CH:18]=[CH:17][C:16]2[N:19]([C@H:20]3[CH2:28][N:27]4[C@@H:22]([CH2:23][O:24][CH2:25][CH2:26]4)[CH2:21]3)[C:45](=[O:47])[NH:29][C:15]=2[CH:14]=1. The yield is 0.740.